This data is from NCI-60 drug combinations with 297,098 pairs across 59 cell lines. The task is: Regression. Given two drug SMILES strings and cell line genomic features, predict the synergy score measuring deviation from expected non-interaction effect. Drug 1: CC1=C2C(C(=O)C3(C(CC4C(C3C(C(C2(C)C)(CC1OC(=O)C(C(C5=CC=CC=C5)NC(=O)OC(C)(C)C)O)O)OC(=O)C6=CC=CC=C6)(CO4)OC(=O)C)OC)C)OC. Drug 2: CCC1(CC2CC(C3=C(CCN(C2)C1)C4=CC=CC=C4N3)(C5=C(C=C6C(=C5)C78CCN9C7C(C=CC9)(C(C(C8N6C=O)(C(=O)OC)O)OC(=O)C)CC)OC)C(=O)OC)O.OS(=O)(=O)O. Cell line: SW-620. Synergy scores: CSS=52.5, Synergy_ZIP=-1.06, Synergy_Bliss=-3.31, Synergy_Loewe=-4.63, Synergy_HSA=0.308.